Task: Regression. Given a peptide amino acid sequence and an MHC pseudo amino acid sequence, predict their binding affinity value. This is MHC class I binding data.. Dataset: Peptide-MHC class I binding affinity with 185,985 pairs from IEDB/IMGT (1) The peptide sequence is GFPSLESSF. The MHC is HLA-A26:01 with pseudo-sequence HLA-A26:01. The binding affinity (normalized) is 0.0847. (2) The peptide sequence is AYDHGNVIL. The MHC is HLA-B48:01 with pseudo-sequence HLA-B48:01. The binding affinity (normalized) is 0.0847. (3) The peptide sequence is YYVWMVQFF. The MHC is HLA-C06:02 with pseudo-sequence HLA-C06:02. The binding affinity (normalized) is 0.0847.